From a dataset of Full USPTO retrosynthesis dataset with 1.9M reactions from patents (1976-2016). Predict the reactants needed to synthesize the given product. (1) Given the product [F:59][C:58]([F:61])([F:60])[O:57][C:54]1[CH:55]=[CH:56][C:51]([NH:48][CH2:47][C:35]([O:36][CH2:32][CH3:34])=[O:38])=[CH:52][CH:53]=1, predict the reactants needed to synthesize it. The reactants are: CC(C1C=C(C(C)C)C(C2C=CC=CC=2P(C2CCCCC2)C2CCCCC2)=C([CH:32]([CH3:34])C)C=1)C.[C:35](=[O:38])([O-])[O-:36].[Cs+].[Cs+].Cl.C(OC(=O)C[CH2:47][NH2:48])C.Br[C:51]1[CH:56]=[CH:55][C:54]([O:57][C:58]([F:61])([F:60])[F:59])=[CH:53][CH:52]=1. (2) Given the product [OH:15][CH2:14][C@@H:12]1[CH2:13][N:8]([C:6]([O:5][C:1]([CH3:4])([CH3:2])[CH3:3])=[O:7])[CH2:9][C@H:10]([C:16]([O:18][CH2:24][C:25]2[CH:30]=[CH:29][CH:28]=[CH:27][CH:26]=2)=[O:17])[O:11]1, predict the reactants needed to synthesize it. The reactants are: [C:1]([O:5][C:6]([N:8]1[CH2:13][C@@H:12]([CH2:14][OH:15])[O:11][C@@H:10]([C:16]([OH:18])=[O:17])[CH2:9]1)=[O:7])([CH3:4])([CH3:3])[CH3:2].C(=O)([O-])O.[Na+].[CH2:24](Br)[C:25]1[CH:30]=[CH:29][CH:28]=[CH:27][CH:26]=1.[Cl-].[NH4+]. (3) Given the product [C:1]([O:5][C:6]([N:8]1[CH2:13][CH2:12][CH:11]([O:14][C:18]2[CH:19]=[C:20]3[C:25](=[CH:26][C:27]=2[C:28]2[CH:29]=[CH:30][CH:31]=[CH:32][CH:33]=2)[C:24](=[O:34])[N:23]([CH2:35][C:36]2[CH:37]=[CH:38][C:39]([O:42][CH3:43])=[CH:40][CH:41]=2)[CH:22]=[CH:21]3)[CH2:10][CH2:9]1)=[O:7])([CH3:4])([CH3:2])[CH3:3], predict the reactants needed to synthesize it. The reactants are: [C:1]([O:5][C:6]([N:8]1[CH2:13][CH2:12][CH:11]([OH:14])[CH2:10][CH2:9]1)=[O:7])([CH3:4])([CH3:3])[CH3:2].[H-].[Na+].F[C:18]1[CH:19]=[C:20]2[C:25](=[CH:26][C:27]=1[C:28]1[CH:33]=[CH:32][CH:31]=[CH:30][CH:29]=1)[C:24](=[O:34])[N:23]([CH2:35][C:36]1[CH:41]=[CH:40][C:39]([O:42][CH3:43])=[CH:38][CH:37]=1)[CH:22]=[CH:21]2.